From a dataset of M1 muscarinic receptor agonist screen with 61,833 compounds. Binary Classification. Given a drug SMILES string, predict its activity (active/inactive) in a high-throughput screening assay against a specified biological target. The result is 0 (inactive). The drug is s1c(C(=O)N(C2CCCC2)CC(=O)NCc2sccc2)cc2c1CCC2.